From a dataset of Forward reaction prediction with 1.9M reactions from USPTO patents (1976-2016). Predict the product of the given reaction. (1) Given the reactants [CH3:1][C:2]1[CH:20]=[C:19]([O:21][Si:22]([CH:29]([CH3:31])[CH3:30])([CH:26]([CH3:28])[CH3:27])[CH:23]([CH3:25])[CH3:24])[CH:18]=[C:17]([CH3:32])[C:3]=1[CH2:4][C:5]1[CH:6]=[CH:7][C:8]([O:13][CH2:14][O:15][CH3:16])=[C:9]([CH:12]=1)C=O.C1C=C(Cl)C=C(C(OO)=[O:41])C=1.C(=O)(O)[O-].[Na+], predict the reaction product. The product is: [CH3:32][C:17]1[CH:18]=[C:19]([O:21][Si:22]([CH:29]([CH3:31])[CH3:30])([CH:23]([CH3:25])[CH3:24])[CH:26]([CH3:27])[CH3:28])[CH:20]=[C:2]([CH3:1])[C:3]=1[CH2:4][C:5]1[CH:6]=[CH:7][C:8]([O:13][CH2:14][O:15][CH3:16])=[C:9]([OH:41])[CH:12]=1. (2) Given the reactants C[N:2](C)/[CH:3]=[CH:4]/[C:5]([C:7]1[CH:8]=[N:9][N:10]([C:12]2[CH:13]=[N:14][CH:15]=[CH:16][CH:17]=2)[CH:11]=1)=O.[NH2:19]N, predict the reaction product. The product is: [N:14]1[CH:15]=[CH:16][CH:17]=[C:12]([N:10]2[CH:11]=[C:7]([C:5]3[CH:4]=[CH:3][NH:2][N:19]=3)[CH:8]=[N:9]2)[CH:13]=1.